Dataset: Forward reaction prediction with 1.9M reactions from USPTO patents (1976-2016). Task: Predict the product of the given reaction. (1) Given the reactants Cl[C:2]1[N:7]=[C:6]([NH:8][CH:9]2[CH2:14][CH2:13][N:12]([C:15]([O:17][C:18]([CH3:21])([CH3:20])[CH3:19])=[O:16])[CH2:11][CH2:10]2)[C:5]([Cl:22])=[CH:4][N:3]=1.[CH3:23][N:24]1[CH:32]=[C:31]2[C:26]([CH:27]=[C:28]([NH2:33])[CH:29]=[CH:30]2)=[N:25]1.C(=O)([O-])[O-].[Cs+].[Cs+].C1C=CC(P(C2C(C3C(P(C4C=CC=CC=4)C4C=CC=CC=4)=CC=C4C=3C=CC=C4)=C3C(C=CC=C3)=CC=2)C2C=CC=CC=2)=CC=1, predict the reaction product. The product is: [Cl:22][C:5]1[C:6]([NH:8][CH:9]2[CH2:14][CH2:13][N:12]([C:15]([O:17][C:18]([CH3:21])([CH3:20])[CH3:19])=[O:16])[CH2:11][CH2:10]2)=[N:7][C:2]([NH:33][C:28]2[CH:29]=[CH:30][C:31]3[C:26]([CH:27]=2)=[N:25][N:24]([CH3:23])[CH:32]=3)=[N:3][CH:4]=1. (2) Given the reactants [Cl:1][C:2]1[C:18]([Cl:19])=[C:17]([CH2:20][CH2:21][C:22](=[O:38])[C:23]2[O:24][C:25]([C:28]3[CH:33]=[CH:32][C:31]([C:34]([F:37])([F:36])[F:35])=[CH:30][CH:29]=3)=[CH:26][CH:27]=2)[CH:16]=[CH:15][C:3]=1[O:4][C:5]([CH3:14])([CH3:13])[C:6]([O:8]C(C)(C)C)=[O:7].FC(F)(F)C(O)=O, predict the reaction product. The product is: [Cl:1][C:2]1[C:18]([Cl:19])=[C:17]([CH2:20][CH2:21][C:22](=[O:38])[C:23]2[O:24][C:25]([C:28]3[CH:29]=[CH:30][C:31]([C:34]([F:35])([F:36])[F:37])=[CH:32][CH:33]=3)=[CH:26][CH:27]=2)[CH:16]=[CH:15][C:3]=1[O:4][C:5]([CH3:13])([CH3:14])[C:6]([OH:8])=[O:7].